This data is from Catalyst prediction with 721,799 reactions and 888 catalyst types from USPTO. The task is: Predict which catalyst facilitates the given reaction. (1) Reactant: [F:1][CH:2]([F:18])[CH2:3][NH:4][C:5]1[CH:6]=[N:7][CH:8]=[CH:9][C:10]=1[C:11]1[CH:16]=[CH:15][CH:14]=[CH:13][C:12]=1[F:17].[CH3:19][S:20]([C:23]1[CH:24]=[C:25]([CH:29]=[C:30]([C:32]([F:35])([F:34])[F:33])[CH:31]=1)[C:26](O)=[O:27])(=[O:22])=[O:21].F[B-](F)(F)F.BrC1C=CC=C[N+]=1CC.C(N(CC)C(C)C)(C)C. Product: [F:18][CH:2]([F:1])[CH2:3][N:4]([C:5]1[CH:6]=[N:7][CH:8]=[CH:9][C:10]=1[C:11]1[CH:16]=[CH:15][CH:14]=[CH:13][C:12]=1[F:17])[C:26](=[O:27])[C:25]1[CH:29]=[C:30]([C:32]([F:35])([F:33])[F:34])[CH:31]=[C:23]([S:20]([CH3:19])(=[O:22])=[O:21])[CH:24]=1. The catalyst class is: 2. (2) Reactant: [CH3:1][O:2][C:3]1[CH:4]=[C:5]2[C:10](=[CH:11][C:12]=1[O:13][CH3:14])[N:9]=[CH:8][N:7]=[C:6]2[O:15][C:16]1[CH:22]=[CH:21][C:19]([NH2:20])=[CH:18][CH:17]=1.Cl[C:24](Cl)([O:26][C:27](=[O:33])OC(Cl)(Cl)Cl)Cl.[CH:35]1(CO)[CH2:40][CH2:39][CH2:38][CH2:37][CH2:36]1.C(=O)(O)[O-].[Na+]. Product: [CH3:1][O:2][C:3]1[CH:4]=[C:5]2[C:10](=[CH:11][C:12]=1[O:13][CH3:14])[N:9]=[CH:8][N:7]=[C:6]2[O:15][C:16]1[CH:22]=[CH:21][C:19]([NH:20][C:27](=[O:33])[O:26][CH2:24][CH:35]2[CH2:40][CH2:39][CH2:38][CH2:37][CH2:36]2)=[CH:18][CH:17]=1. The catalyst class is: 208.